Dataset: Catalyst prediction with 721,799 reactions and 888 catalyst types from USPTO. Task: Predict which catalyst facilitates the given reaction. (1) Reactant: Br[C:2]1[CH:3]=[C:4]2[C:10]([C:11]3[CH:12]=[N:13][N:14]([CH2:16][C:17]4[CH:22]=[CH:21][CH:20]=[C:19]([F:23])[CH:18]=4)[CH:15]=3)=[CH:9][N:8]([S:24]([C:27]3[CH:33]=[CH:32][C:30]([CH3:31])=[CH:29][CH:28]=3)(=[O:26])=[O:25])[C:5]2=[N:6][CH:7]=1.[CH3:34][C:35]1[CH:40]=[C:39](B2OC(C)(C)C(C)(C)O2)[CH:38]=[CH:37][C:36]=1[N:50]1[CH2:55][CH2:54][N:53]([C:56]([O:58][C:59]([CH3:62])([CH3:61])[CH3:60])=[O:57])[CH2:52][CH2:51]1.C(=O)([O-])[O-].[Na+].[Na+]. Product: [F:23][C:19]1[CH:18]=[C:17]([CH:22]=[CH:21][CH:20]=1)[CH2:16][N:14]1[CH:15]=[C:11]([C:10]2[C:4]3[C:5](=[N:6][CH:7]=[C:2]([C:39]4[CH:38]=[CH:37][C:36]([N:50]5[CH2:51][CH2:52][N:53]([C:56]([O:58][C:59]([CH3:61])([CH3:60])[CH3:62])=[O:57])[CH2:54][CH2:55]5)=[C:35]([CH3:34])[CH:40]=4)[CH:3]=3)[N:8]([S:24]([C:27]3[CH:28]=[CH:29][C:30]([CH3:31])=[CH:32][CH:33]=3)(=[O:25])=[O:26])[CH:9]=2)[CH:12]=[N:13]1. The catalyst class is: 600. (2) Product: [Br:15][CH2:12]/[CH:11]=[CH:10]/[C:7]1[CH:8]=[CH:9][C:4]([CH:1]([CH3:3])[CH3:2])=[CH:5][CH:6]=1. The catalyst class is: 740. Reactant: [CH:1]([C:4]1[CH:9]=[CH:8][C:7](/[CH:10]=[CH:11]/[CH2:12]O)=[CH:6][CH:5]=1)([CH3:3])[CH3:2].P(Br)(Br)[Br:15].O. (3) Reactant: C[O:2][C:3](=O)[C:4](=[O:29])[N:5]1[CH2:9][CH2:8][CH2:7][CH:6]1[C:10](=[O:28])[CH:11]([CH2:20][CH2:21][C:22]1[CH:27]=[CH:26][CH:25]=[CH:24][CH:23]=1)[CH2:12][CH2:13][C:14]1[CH:19]=[CH:18][CH:17]=[CH:16][CH:15]=1.[CH3:31][C:32]([Mg]Cl)([CH3:35])[CH2:33][CH3:34].[Cl-].[NH4+]. Product: [CH3:31][C:32]([CH3:35])([CH2:33][CH3:34])[C:3](=[O:2])[C:4]([N:5]1[CH2:9][CH2:8][CH2:7][CH:6]1[C:10](=[O:28])[CH:11]([CH2:20][CH2:21][C:22]1[CH:27]=[CH:26][CH:25]=[CH:24][CH:23]=1)[CH2:12][CH2:13][C:14]1[CH:19]=[CH:18][CH:17]=[CH:16][CH:15]=1)=[O:29]. The catalyst class is: 1. (4) Reactant: NC1C=C(C=CC=1C)C([N:7]1[CH2:12][CH2:11][CH:10]([C:13]2[CH:20]=[CH:19][C:16]([C:17]#[N:18])=[CH:15][CH:14]=2)[CH2:9][CH2:8]1)=O.[CH3:25][C:26]1[CH:34]=[C:33]([CH3:35])[C:32]([N+:36]([O-:38])=[O:37])=[CH:31][C:27]=1[C:28]([OH:30])=O.C(C1C=CC(C2CCNCC2)=CC=1)#N. Product: [CH3:25][C:26]1[CH:34]=[C:33]([CH3:35])[C:32]([N+:36]([O-:38])=[O:37])=[CH:31][C:27]=1[C:28]([N:7]1[CH2:12][CH2:11][CH:10]([C:13]2[CH:20]=[CH:19][C:16]([C:17]#[N:18])=[CH:15][CH:14]=2)[CH2:9][CH2:8]1)=[O:30]. The catalyst class is: 23. (5) Reactant: C[O:2][C:3](=[O:24])[CH2:4][N:5]1[C:9]([C:10]2[CH:15]=[CH:14][C:13]([F:16])=[CH:12][CH:11]=2)=[N:8][C:7]([C:17]2[CH:22]=[CH:21][C:20]([F:23])=[CH:19][CH:18]=2)=[N:6]1.[Li+].[OH-].Cl. Product: [F:23][C:20]1[CH:21]=[CH:22][C:17]([C:7]2[N:8]=[C:9]([C:10]3[CH:15]=[CH:14][C:13]([F:16])=[CH:12][CH:11]=3)[N:5]([CH2:4][C:3]([OH:24])=[O:2])[N:6]=2)=[CH:18][CH:19]=1. The catalyst class is: 38. (6) Reactant: [F:1][C:2]1[CH:7]=[CH:6][CH:5]=[C:4]([I:8])[C:3]=1[C:9]1[NH:13][N:12]=[N:11][N:10]=1.IC.[C:16](=O)([O-])[O-].[K+].[K+]. Product: [F:1][C:2]1[CH:7]=[CH:6][CH:5]=[C:4]([I:8])[C:3]=1[C:9]1[N:10]=[N:11][N:12]([CH3:16])[N:13]=1. The catalyst class is: 85. (7) Reactant: [CH3:1][NH:2][NH2:3].C(N(CC)CC)C.[C:11]([O:15][C:16](=[O:19])[CH2:17]Br)([CH3:14])([CH3:13])[CH3:12]. Product: [CH3:1][N:2]([CH2:17][C:16]([O:15][C:11]([CH3:14])([CH3:13])[CH3:12])=[O:19])[NH2:3]. The catalyst class is: 4. (8) Reactant: [N:1]1([C:6]2[N:11]=[C:10]3[N:12]([CH:27]([CH3:29])[CH3:28])[C:13](=[O:26])[N:14]([CH2:17][C:18]4[CH:23]=[CH:22][C:21]([O:24][CH3:25])=[CH:20][CH:19]=4)[C:15](=[O:16])[C:9]3=[CH:8][N:7]=2)[CH:5]=[CH:4]N=C1.[CH2:30]([N:32]([CH2:43][CH3:44])[CH2:33][CH2:34][O:35][C:36]1[CH:42]=CC(N)=[CH:38][CH:37]=1)[CH3:31].C1(=O)OC(=O)CC1.CN(C)C=O. Product: [CH2:43]([N:32]([CH2:30][CH3:31])[CH2:33][CH2:34][O:35][C:36]1[CH:42]=[CH:4][C:5]([NH:1][C:6]2[N:11]=[C:10]3[N:12]([CH:27]([CH3:28])[CH3:29])[C:13](=[O:26])[N:14]([CH2:17][C:18]4[CH:23]=[CH:22][C:21]([O:24][CH3:25])=[CH:20][CH:19]=4)[C:15](=[O:16])[C:9]3=[CH:8][N:7]=2)=[CH:38][CH:37]=1)[CH3:44]. The catalyst class is: 22. (9) Reactant: [CH2:1]([NH2:3])[CH3:2].[CH:4](=O)[CH:5]=O.C([O-])(=O)C.[NH4+:12].[CH:13]1([N:19]([CH2:35][CH:36]([O:39][CH3:40])[O:37][CH3:38])[C:20](=[O:34])[CH2:21][CH2:22][O:23][CH2:24][CH2:25][C:26]2[CH:31]=[CH:30][CH:29]=[C:28]([CH:32]=O)[CH:27]=2)[CH2:18][CH2:17][CH2:16][CH2:15][CH2:14]1. Product: [CH:13]1([N:19]([CH2:35][CH:36]([O:39][CH3:40])[O:37][CH3:38])[C:20](=[O:34])[CH2:21][CH2:22][O:23][CH2:24][CH2:25][C:26]2[CH:31]=[CH:30][CH:29]=[C:28]([C:32]3[N:3]([CH2:4][CH3:5])[CH:1]=[CH:2][N:12]=3)[CH:27]=2)[CH2:18][CH2:17][CH2:16][CH2:15][CH2:14]1. The catalyst class is: 100.